From a dataset of Reaction yield outcomes from USPTO patents with 853,638 reactions. Predict the reaction yield, written as a fraction of the theoretical maximum amount of product (1.0 means a 100% yield; for example, 0.34 means a 34% yield). (1) The yield is 0.920. The product is [Cl:14][C:15]1[CH:16]=[CH:17][CH:18]=[C:19]2[C:23]=1[NH:22][CH:21]=[C:20]2[CH2:24][NH:6][CH3:5]. No catalyst specified. The reactants are BrC1C=C[C:5](NCC(OC)=O)=[N:6]C=1.[Cl:14][C:15]1[CH:16]=[CH:17][CH:18]=[C:19]2[C:23]=1[NH:22][CH:21]=[C:20]2[CH:24]=O.CN1C2C(=CC=CC=2)C(C)=C1C=O. (2) The reactants are C(Cl)CCl.[C:5]([C:8]1[CH:9]=[CH:10][C:11]2[NH:17][C@@H:16]([CH2:18][C:19]([O:21][CH3:22])=[O:20])[C:15](=[O:23])[N:14]([CH3:24])[CH2:13][C:12]=2[CH:25]=1)([OH:7])=O.Cl.Cl.[NH2:28][CH2:29][C:30]1[NH:31][C:32]2[CH:38]=[CH:37][CH:36]=[CH:35][C:33]=2[N:34]=1.C1C=CC2N(O)N=NC=2C=1.O.C(N(C(C)C)CC)(C)C. The catalyst is CN(C=O)C. The product is [N:31]1[C:32]2[CH:38]=[CH:37][CH:36]=[CH:35][C:33]=2[NH:34][C:30]=1[CH2:29][NH:28][C:5]([C:8]1[CH:9]=[CH:10][C:11]2[NH:17][C@@H:16]([CH2:18][C:19]([O:21][CH3:22])=[O:20])[C:15](=[O:23])[N:14]([CH3:24])[CH2:13][C:12]=2[CH:25]=1)=[O:7]. The yield is 0.520.